Dataset: Full USPTO retrosynthesis dataset with 1.9M reactions from patents (1976-2016). Task: Predict the reactants needed to synthesize the given product. Given the product [CH2:40]([O:42][C:43]([S:45][CH2:46][CH2:47][CH2:48][CH2:49][CH2:50][CH2:51][CH2:52][CH2:53][CH2:54][CH2:55][CH2:56][CH2:57][O:58][C:59]1[CH:76]=[CH:75][C:62]([C:63]([O:65][C:66]2[CH:74]=[CH:73][C:69]([C:70]([O:37][C:33]3[CH:34]=[CH:35][CH:36]=[C:31]([O:30][C:28](=[O:29])[C:25]4[CH:24]=[CH:23][C:22]([O:21][C:19](=[O:20])[C:18]5[CH:38]=[CH:39][C:15]([O:14][CH2:13][CH2:12][CH2:11][CH2:10][CH2:9][CH2:8][CH2:7][CH2:6][CH2:5][CH2:4][CH2:3][CH2:2][Br:1])=[CH:16][CH:17]=5)=[CH:27][CH:26]=4)[CH:32]=3)=[O:71])=[CH:68][CH:67]=2)=[O:64])=[CH:61][CH:60]=1)=[S:44])[CH3:41], predict the reactants needed to synthesize it. The reactants are: [Br:1][CH2:2][CH2:3][CH2:4][CH2:5][CH2:6][CH2:7][CH2:8][CH2:9][CH2:10][CH2:11][CH2:12][CH2:13][O:14][C:15]1[CH:39]=[CH:38][C:18]([C:19]([O:21][C:22]2[CH:27]=[CH:26][C:25]([C:28]([O:30][C:31]3[CH:36]=[CH:35][CH:34]=[C:33]([OH:37])[CH:32]=3)=[O:29])=[CH:24][CH:23]=2)=[O:20])=[CH:17][CH:16]=1.[CH2:40]([O:42][C:43]([S:45][CH2:46][CH2:47][CH2:48][CH2:49][CH2:50][CH2:51][CH2:52][CH2:53][CH2:54][CH2:55][CH2:56][CH2:57][O:58][C:59]1[CH:76]=[CH:75][C:62]([C:63]([O:65][C:66]2[CH:74]=[CH:73][C:69]([C:70](O)=[O:71])=[CH:68][CH:67]=2)=[O:64])=[CH:61][CH:60]=1)=[S:44])[CH3:41].C1CCC(N=C=NC2CCCCC2)CC1.